Dataset: Forward reaction prediction with 1.9M reactions from USPTO patents (1976-2016). Task: Predict the product of the given reaction. (1) The product is: [CH2:1]([O:8][C:9]1[CH:18]=[C:13]([CH2:14][OH:15])[CH:12]=[N:11][CH:10]=1)[C:2]1[CH:3]=[CH:4][CH:5]=[CH:6][CH:7]=1. Given the reactants [CH2:1]([O:8][C:9]1[CH:10]=[N:11][CH:12]=[C:13]([CH:18]=1)[C:14](OC)=[O:15])[C:2]1[CH:7]=[CH:6][CH:5]=[CH:4][CH:3]=1.[H-].[H-].[H-].[H-].[Li+].[Al+3], predict the reaction product. (2) Given the reactants Br[C:2]1[CH:3]=[C:4]([C:22]([OH:31])([C:27]([F:30])([F:29])[F:28])[C:23]([F:26])([F:25])[F:24])[CH:5]=[CH:6][C:7]=1[N:8]1[CH2:13][CH2:12][N:11]([S:14]([C:17]2[S:18][CH:19]=[CH:20][CH:21]=2)(=[O:16])=[O:15])[CH2:10][CH2:9]1.[CH2:32]([O:35][CH3:36])[C:33]#[CH:34], predict the reaction product. The product is: [F:24][C:23]([F:26])([F:25])[C:22]([C:4]1[CH:5]=[CH:6][C:7]([N:8]2[CH2:13][CH2:12][N:11]([S:14]([C:17]3[S:18][CH:19]=[CH:20][CH:21]=3)(=[O:16])=[O:15])[CH2:10][CH2:9]2)=[C:2]([C:34]#[C:33][CH2:32][O:35][CH3:36])[CH:3]=1)([OH:31])[C:27]([F:30])([F:29])[F:28]. (3) The product is: [I-:20].[Br:17][C:14]1[CH:15]=[CH:16][C:11]([CH2:10][CH:5]2[CH2:6][CH2:7][CH2:8][CH2:9][C:4]2=[N:3][N+:2]([CH3:19])([CH3:1])[CH3:18])=[CH:12][CH:13]=1. Given the reactants [CH3:1][N:2]([CH3:18])[N:3]=[C:4]1[CH2:9][CH2:8][CH2:7][CH2:6][CH:5]1[CH2:10][C:11]1[CH:16]=[CH:15][C:14]([Br:17])=[CH:13][CH:12]=1.[CH3:19][I:20], predict the reaction product. (4) Given the reactants [CH:1]1[C:6]([CH:7]=O)=[CH:5][C:4]2[O:9][CH2:10][O:11][C:3]=2[CH:2]=1.[N:12]([CH2:15][C:16]([O:18][CH3:19])=[O:17])=[N+:13]=[N-:14], predict the reaction product. The product is: [N:12]([C:15](=[CH:7][C:6]1[CH:1]=[CH:2][C:3]2[O:11][CH2:10][O:9][C:4]=2[CH:5]=1)[C:16]([O:18][CH3:19])=[O:17])=[N+:13]=[N-:14]. (5) Given the reactants [C:1]([O:5][C:6]([N:8]1[C:16]2[C:11](=[CH:12][CH:13]=[CH:14][CH:15]=2)[CH2:10][C:9]1=[O:17])=[O:7])([CH3:4])([CH3:3])[CH3:2].[NH:18]1[C:26]2[C:21](=[CH:22][CH:23]=[CH:24][CH:25]=2)[C:20]([CH:27]=O)=[CH:19]1, predict the reaction product. The product is: [C:1]([O:5][C:6]([N:8]1[C:16]2[C:11](=[CH:12][CH:13]=[CH:14][CH:15]=2)[C:10](=[CH:27][C:20]2[C:21]3[C:26](=[CH:25][CH:24]=[CH:23][CH:22]=3)[NH:18][CH:19]=2)[C:9]1=[O:17])=[O:7])([CH3:4])([CH3:2])[CH3:3]. (6) Given the reactants O[Li].O.C([O:6][C:7](=[O:25])[CH2:8][C:9]([N:11]([C:13]1[CH:18]=[CH:17][C:16]([C:19]2[CH:24]=[CH:23][CH:22]=[CH:21][CH:20]=2)=[CH:15][CH:14]=1)[CH3:12])=[O:10])C.C1COCC1.Cl, predict the reaction product. The product is: [C:16]1([C:19]2[CH:20]=[CH:21][CH:22]=[CH:23][CH:24]=2)[CH:17]=[CH:18][C:13]([N:11]([CH3:12])[C:9](=[O:10])[CH2:8][C:7]([OH:25])=[O:6])=[CH:14][CH:15]=1. (7) Given the reactants O1CCCC1.C[O:7][C:8]([C:10]1[CH:15]=[N:14][C:13]([N:16]2[CH2:21][CH2:20][CH2:19][CH2:18][CH2:17]2)=[C:12]([C:22]2[CH:27]=[CH:26][C:25]([F:28])=[CH:24][CH:23]=2)[N:11]=1)=[O:9].[OH-].[Li+].Cl, predict the reaction product. The product is: [F:28][C:25]1[CH:26]=[CH:27][C:22]([C:12]2[N:11]=[C:10]([C:8]([OH:9])=[O:7])[CH:15]=[N:14][C:13]=2[N:16]2[CH2:21][CH2:20][CH2:19][CH2:18][CH2:17]2)=[CH:23][CH:24]=1. (8) Given the reactants [OH:1][C@H:2]1[CH2:7][CH2:6][CH2:5][CH2:4][C@@H:3]1[NH:8][C:9](=[O:15])[O:10][C:11]([CH3:14])([CH3:13])[CH3:12].[N+:16]([C:19]1[CH:27]=[CH:26][C:22]([C:23](O)=[O:24])=[CH:21][CH:20]=1)([O-:18])=[O:17].C1(P(C2C=CC=CC=2)C2C=CC=CC=2)C=CC=CC=1.CCOC(/N=N/C(OCC)=O)=O, predict the reaction product. The product is: [N+:16]([C:19]1[CH:20]=[CH:21][C:22]([C:23]([O:1][C@@H:2]2[CH2:7][CH2:6][CH2:5][CH2:4][C@@H:3]2[NH:8][C:9]([O:10][C:11]([CH3:12])([CH3:14])[CH3:13])=[O:15])=[O:24])=[CH:26][CH:27]=1)([O-:18])=[O:17].